This data is from Full USPTO retrosynthesis dataset with 1.9M reactions from patents (1976-2016). The task is: Predict the reactants needed to synthesize the given product. (1) Given the product [Si:38]([O:13][CH2:12][CH:11]([NH:14][C:15](=[O:21])[O:16][C:17]([CH3:20])([CH3:18])[CH3:19])[C:10]([NH:9][NH:8][C:6](=[O:7])[C:5]1[C:23]([NH:25][CH:26]([CH3:28])[CH3:27])=[CH:24][C:2]([Cl:1])=[N:3][CH:4]=1)=[O:22])([C:34]([CH3:37])([CH3:36])[CH3:35])([CH3:40])[CH3:39], predict the reactants needed to synthesize it. The reactants are: [Cl:1][C:2]1[CH:24]=[C:23]([NH:25][CH:26]([CH3:28])[CH3:27])[C:5]([C:6]([NH:8][NH:9][C:10](=[O:22])[CH:11]([NH:14][C:15](=[O:21])[O:16][C:17]([CH3:20])([CH3:19])[CH3:18])[CH2:12][OH:13])=[O:7])=[CH:4][N:3]=1.N1C=CN=C1.[C:34]([Si:38](Cl)([CH3:40])[CH3:39])([CH3:37])([CH3:36])[CH3:35]. (2) Given the product [NH2:9][C:10]1[N:14]([C:15]2[CH:24]=[CH:23][C:18]3[NH:19][C:20]([CH3:22])=[N:21][C:17]=3[CH:16]=2)[N:13]=[CH:12][C:11]=1[C:25]([C:27]1[N:28]([S:37]([C:40]2[CH:45]=[CH:44][C:43]([CH3:46])=[CH:42][CH:41]=2)(=[O:39])=[O:38])[C:29]2[C:34]([CH:35]=1)=[C:33]([NH:62][CH2:61][CH2:60][O:59][CH3:58])[CH:32]=[CH:31][CH:30]=2)=[O:26], predict the reactants needed to synthesize it. The reactants are: N1CCC[C@H]1C(O)=O.[NH2:9][C:10]1[N:14]([C:15]2[CH:24]=[CH:23][C:18]3[NH:19][C:20]([CH3:22])=[N:21][C:17]=3[CH:16]=2)[N:13]=[CH:12][C:11]=1[C:25]([C:27]1[N:28]([S:37]([C:40]2[CH:45]=[CH:44][C:43]([CH3:46])=[CH:42][CH:41]=2)(=[O:39])=[O:38])[C:29]2[C:34]([CH:35]=1)=[CH:33][CH:32]=[C:31](I)[CH:30]=2)=[O:26].N12CCCN=C1CCCCC2.[CH3:58][O:59][CH2:60][CH2:61][NH2:62].O.N.